From a dataset of Forward reaction prediction with 1.9M reactions from USPTO patents (1976-2016). Predict the product of the given reaction. Given the reactants [CH3:1][O:2][C:3]1[N:4]=[C:5]2[C:10](=[CH:11][CH:12]=1)[N:9]=[CH:8][CH:7]=[C:6]2[N:13]1[CH2:17][CH2:16][CH:15]([NH:18][CH2:19][CH2:20][NH2:21])[CH2:14]1.[F:22][C:23]([F:30])([F:29])[C:24](OCC)=[O:25], predict the reaction product. The product is: [F:22][C:23]([F:30])([F:29])[C:24]([NH:21][CH2:20][CH2:19][NH:18][CH:15]1[CH2:16][CH2:17][N:13]([C:6]2[C:5]3[C:10](=[CH:11][CH:12]=[C:3]([O:2][CH3:1])[N:4]=3)[N:9]=[CH:8][CH:7]=2)[CH2:14]1)=[O:25].